Dataset: Forward reaction prediction with 1.9M reactions from USPTO patents (1976-2016). Task: Predict the product of the given reaction. (1) Given the reactants C([O:3][C:4](=[O:34])[CH2:5][CH2:6][C:7]1[CH:12]=[CH:11][C:10]([O:13][C:14]2[CH:19]=[C:18]([CH3:20])[CH:17]=[C:16]([O:21][C:22]3[CH:27]=[CH:26][C:25]([C:28]([F:31])([F:30])[F:29])=[CH:24][C:23]=3Br)[CH:15]=2)=[CH:9][C:8]=1[CH3:33])C.[C:35]([C:38]1[CH:43]=[CH:42][C:41](B(O)O)=[CH:40][CH:39]=1)(=[O:37])[CH3:36], predict the reaction product. The product is: [C:35]([C:38]1[CH:43]=[CH:42][C:41]([C:27]2[CH:26]=[C:25]([C:28]([F:30])([F:31])[F:29])[CH:24]=[CH:23][C:22]=2[O:21][C:16]2[CH:15]=[C:14]([CH:19]=[C:18]([CH3:20])[CH:17]=2)[O:13][C:10]2[CH:11]=[CH:12][C:7]([CH2:6][CH2:5][C:4]([OH:34])=[O:3])=[C:8]([CH3:33])[CH:9]=2)=[CH:40][CH:39]=1)(=[O:37])[CH3:36]. (2) Given the reactants S(Cl)([Cl:3])=O.[NH2:5][C@@H:6]([C:11]([OH:13])=[O:12])[CH2:7][CH2:8][CH2:9][CH3:10].[CH3:14]O, predict the reaction product. The product is: [NH2:5][C@@H:6]([C:11]([O:13][CH3:14])=[O:12])[CH2:7][CH2:8][CH2:9][CH3:10].[ClH:3]. (3) Given the reactants [CH3:1][CH:2]([O:4][C:5]1[CH:6]=[C:7]([O:20][C:21]2[CH:29]=[CH:28][C:24]([C:25]([OH:27])=O)=[CH:23][CH:22]=2)[CH:8]=[C:9]([C:11]([NH:13][C:14]2[S:18][N:17]=[C:16]([CH3:19])[N:15]=2)=[O:12])[CH:10]=1)[CH3:3].CN(C(ON1N=NC2C=CC=NC1=2)=[N+](C)C)C.F[P-](F)(F)(F)(F)F.[CH3:54][N:55]1[CH2:60][CH2:59][CH:58]([NH:61][CH3:62])[CH2:57][CH2:56]1.C(N(C(C)C)CC)(C)C, predict the reaction product. The product is: [CH3:3][CH:2]([O:4][C:5]1[CH:10]=[C:9]([CH:8]=[C:7]([O:20][C:21]2[CH:22]=[CH:23][C:24]([C:25]([N:61]([CH3:62])[CH:58]3[CH2:59][CH2:60][N:55]([CH3:54])[CH2:56][CH2:57]3)=[O:27])=[CH:28][CH:29]=2)[CH:6]=1)[C:11]([NH:13][C:14]1[S:18][N:17]=[C:16]([CH3:19])[N:15]=1)=[O:12])[CH3:1]. (4) Given the reactants [Cl:1][C:2]1[CH:7]=[C:6]([Cl:8])[CH:5]=[CH:4][C:3]=1[C:9]1[C:10]([C:26]#[N:27])=[C:11]([C:19]2[CH:24]=[CH:23][N:22]=[C:21](F)[CH:20]=2)[S:12][C:13]=1[C:14]1[NH:18][N:17]=[CH:16][CH:15]=1.COC1C=C(OC)C=CC=1C[NH2:33].CCN(C(C)C)C(C)C.C(O)CCC.C(Cl)Cl.C(O)(C(F)(F)F)=O, predict the reaction product. The product is: [NH2:33][C:21]1[CH:20]=[C:19]([C:11]2[S:12][C:13]([C:14]3[NH:18][N:17]=[CH:16][CH:15]=3)=[C:9]([C:3]3[CH:4]=[CH:5][C:6]([Cl:8])=[CH:7][C:2]=3[Cl:1])[C:10]=2[C:26]#[N:27])[CH:24]=[CH:23][N:22]=1. (5) Given the reactants [Br:1][C:2]1[CH:7]=[CH:6][C:5]([CH:8](C)[CH2:9][O:10][Si:11]([C:14]([CH3:17])([CH3:16])[CH3:15])([CH3:13])[CH3:12])=[CH:4][CH:3]=1.Br[C:20]1C=CC(CC(O)C)=CC=1, predict the reaction product. The product is: [Br:1][C:2]1[CH:3]=[CH:4][C:5]([CH2:8][CH:9]([O:10][Si:11]([C:14]([CH3:15])([CH3:16])[CH3:17])([CH3:12])[CH3:13])[CH3:20])=[CH:6][CH:7]=1. (6) Given the reactants [CH3:1][C:2]1[C:7]([N+:8]([O-])=O)=[CH:6][CH:5]=[C:4]([NH2:11])[N:3]=1.Br[CH2:13][CH:14](OC)OC, predict the reaction product. The product is: [CH3:1][C:2]1[N:3]2[CH:13]=[CH:14][N:11]=[C:4]2[CH:5]=[CH:6][C:7]=1[NH2:8].